This data is from Cav3 T-type calcium channel HTS with 100,875 compounds. The task is: Binary Classification. Given a drug SMILES string, predict its activity (active/inactive) in a high-throughput screening assay against a specified biological target. (1) The molecule is O(c1ccc(N2C(=O)/C(=C\NCCCn3ccnc3)C(=O)NC2=O)cc1)CC. The result is 0 (inactive). (2) The drug is Cl\C(Cl)=C(\NC(=O)C(C)(C)C)C(=O)N. The result is 0 (inactive). (3) The compound is O1C2(NNc3c1cccc3)c1c(N(C2=O)CC=C)cccc1. The result is 0 (inactive). (4) The result is 0 (inactive). The drug is O1c2c(OC1)cc(c(NC(=O)c1ncc(nc1)C)c2)C(=O)C. (5) The drug is O1C(OCc2c1c(ncc2CO)C)(C)C. The result is 0 (inactive). (6) The molecule is OC(=O)C1C2CC(C1C(=O)Nc1nn(cc1)Cc1ccc(cc1)C)CC2. The result is 0 (inactive). (7) The molecule is Clc1cc(NC(=O)N(CC=C)CC=C)c(OC)cc1. The result is 0 (inactive). (8) The result is 0 (inactive). The molecule is OC12C(C(N(CC1)CC(=O)N1CCCCC1)c1ccc(N(CC)CC)cc1)CCCC2.